Dataset: Forward reaction prediction with 1.9M reactions from USPTO patents (1976-2016). Task: Predict the product of the given reaction. (1) Given the reactants [F:1][C@@H:2]1[CH2:6][N:5]([C:7](=[O:26])[CH2:8][C:9]2[CH:25]=[CH:24][C:12]3[N:13]=[C:14]([NH:16][C:17]4[CH:22]=[CH:21][CH:20]=[CH:19][C:18]=4[CH3:23])[O:15][C:11]=3[CH:10]=2)[C@H:4]([CH2:27][O:28][CH2:29][CH2:30][CH2:31][CH2:32][CH2:33][C:34]([O:36]C)=[O:35])[CH2:3]1.[OH-].[Na+:39].C(O)C.CCOCC, predict the reaction product. The product is: [F:1][C@@H:2]1[CH2:6][N:5]([C:7](=[O:26])[CH2:8][C:9]2[CH:25]=[CH:24][C:12]3[N:13]=[C:14]([NH:16][C:17]4[CH:22]=[CH:21][CH:20]=[CH:19][C:18]=4[CH3:23])[O:15][C:11]=3[CH:10]=2)[C@H:4]([CH2:27][O:28][CH2:29][CH2:30][CH2:31][CH2:32][CH2:33][C:34]([O-:36])=[O:35])[CH2:3]1.[Na+:39]. (2) Given the reactants C(OC([NH:8][C@@H:9]([CH3:36])[C:10]([N:12]1[C@H:24]([C:25](OC)=[O:26])[CH2:23][C:22]2[C:21]3[C:16](=[CH:17][C:18]([O:30][CH3:31])=[C:19]([CH3:29])[CH:20]=3)[NH:15][C:14]=2[C@@H:13]1[CH2:32][CH:33]([CH3:35])[CH3:34])=[O:11])=O)(C)(C)C.C([C@H]1C2NC3C=C(OC)C(C)=CC=3C=2C[C@H]2C(=O)N[C@@H](C)C(=O)N12)C(C)C, predict the reaction product. The product is: [CH2:32]([C@H:13]1[C:14]2[NH:15][C:16]3[CH:17]=[C:18]([O:30][CH3:31])[C:19]([CH3:29])=[CH:20][C:21]=3[C:22]=2[CH2:23][C@@H:24]2[C:25](=[O:26])[NH:8][C@@H:9]([CH3:36])[C:10](=[O:11])[N:12]12)[CH:33]([CH3:34])[CH3:35]. (3) The product is: [C:1]([O:5][C:6]([N:8]1[CH2:13][CH2:12][CH:11]([N:14]([C:15]2[CH:20]=[CH:19][C:18]([CH3:21])=[CH:17][CH:16]=2)[CH2:23][C:24]2[CH:29]=[CH:28][N:27]=[C:26]([C:30]3[CH:35]=[C:34]([O:36][CH3:37])[C:33]([O:38][CH3:39])=[C:32]([O:40][CH3:41])[CH:31]=3)[CH:25]=2)[CH2:10][CH2:9]1)=[O:7])([CH3:4])([CH3:3])[CH3:2]. Given the reactants [C:1]([O:5][C:6]([N:8]1[CH2:13][CH2:12][CH:11]([NH:14][C:15]2[CH:20]=[CH:19][C:18]([CH3:21])=[CH:17][CH:16]=2)[CH2:10][CH2:9]1)=[O:7])([CH3:4])([CH3:3])[CH3:2].Cl[CH2:23][C:24]1[CH:29]=[CH:28][N:27]=[C:26]([C:30]2[CH:35]=[C:34]([O:36][CH3:37])[C:33]([O:38][CH3:39])=[C:32]([O:40][CH3:41])[CH:31]=2)[CH:25]=1, predict the reaction product. (4) The product is: [CH2:1]([O:3][C:4](=[O:31])[C:5]1[CH:10]=[CH:9][C:8]([O:11][C:12]2[CH:17]=[CH:16][C:15]3[B:18]([OH:19])[O:22][CH2:21][C:14]=3[CH:13]=2)=[CH:7][C:6]=1[O:29][CH3:30])[CH3:2]. Given the reactants [CH2:1]([O:3][C:4](=[O:31])[C:5]1[CH:10]=[CH:9][C:8]([O:11][C:12]2[CH:17]=[CH:16][C:15]([B:18]3[O:22][C:21](C)(C)C(C)(C)[O:19]3)=[C:14](CO)[CH:13]=2)=[CH:7][C:6]=1[O:29][CH3:30])[CH3:2].Cl.C1(B(O)O)C=CC=CC=1, predict the reaction product.